This data is from Full USPTO retrosynthesis dataset with 1.9M reactions from patents (1976-2016). The task is: Predict the reactants needed to synthesize the given product. (1) Given the product [C:1]([O:5][C:6](=[O:23])[NH:7][CH:8]([C:15]1[CH:20]=[CH:19][C:18]([Cl:21])=[C:17]([Cl:22])[CH:16]=1)[C:9]([C:28]1[CH:29]=[CH:30][C:25]([Br:24])=[CH:26][C:27]=1[O:32][CH3:33])=[O:14])([CH3:2])([CH3:3])[CH3:4], predict the reactants needed to synthesize it. The reactants are: [C:1]([O:5][C:6](=[O:23])[NH:7][CH:8]([C:15]1[CH:20]=[CH:19][C:18]([Cl:21])=[C:17]([Cl:22])[CH:16]=1)[C:9](=[O:14])N(OC)C)([CH3:4])([CH3:3])[CH3:2].[Br:24][C:25]1[CH:30]=[CH:29][C:28](I)=[C:27]([O:32][CH3:33])[CH:26]=1. (2) Given the product [CH3:20][NH:21][C:22]([C:24]1[C:25]2[CH:35]=[CH:34][C:33]([O:36][C:2]3[CH:7]=[CH:6][N:5]=[C:4]4[CH:8]=[C:9]([C:11]([N:13]5[CH2:17][CH2:16][CH:15]([O:18][CH3:19])[CH2:14]5)=[O:12])[S:10][C:3]=34)=[CH:32][C:26]=2[O:27][C:28]=1[CH:29]([CH3:31])[CH3:30])=[O:23], predict the reactants needed to synthesize it. The reactants are: Cl[C:2]1[CH:7]=[CH:6][N:5]=[C:4]2[CH:8]=[C:9]([C:11]([N:13]3[CH2:17][CH2:16][C@@H:15]([O:18][CH3:19])[CH2:14]3)=[O:12])[S:10][C:3]=12.[CH3:20][NH:21][C:22]([C:24]1[C:25]2[CH:35]=[CH:34][C:33]([OH:36])=[CH:32][C:26]=2[O:27][C:28]=1[CH:29]([CH3:31])[CH3:30])=[O:23].C([O-])([O-])=O.[Cs+].[Cs+]. (3) Given the product [C:1]([N:4]1[C:13]2[C:8](=[CH:9][C:10]([N:14]3[CH2:15][CH2:16][N:17]([C:20]([O:22][C:23]([CH3:26])([CH3:25])[CH3:24])=[O:21])[CH2:18][CH2:19]3)=[CH:11][CH:12]=2)[C@H:7]([NH:27][C:31]2[CH:38]=[CH:37][C:34]([C:35]#[N:36])=[CH:33][CH:32]=2)[C@@H:6]([CH3:28])[C@@H:5]1[CH3:29])(=[O:3])[CH3:2], predict the reactants needed to synthesize it. The reactants are: [C:1]([N:4]1[C:13]2[C:8](=[CH:9][C:10]([N:14]3[CH2:19][CH2:18][N:17]([C:20]([O:22][C:23]([CH3:26])([CH3:25])[CH3:24])=[O:21])[CH2:16][CH2:15]3)=[CH:11][CH:12]=2)[C@H:7]([NH2:27])[C@@H:6]([CH3:28])[C@@H:5]1[CH3:29])(=[O:3])[CH3:2].Br[C:31]1[CH:38]=[CH:37][C:34]([C:35]#[N:36])=[CH:33][CH:32]=1.CC(C)([O-])C.[Na+].CN(C1C(C2C(P(C3CCCCC3)C3CCCCC3)=CC=CC=2)=CC=CC=1)C. (4) Given the product [CH2:19]([O:18][C:13](=[O:17])/[CH:14]=[C:15](/[N:23]1[CH2:24][CH2:25][CH2:27][CH2:26]1)\[CH2:16][C@H:4]([CH3:5])/[CH:3]=[CH:2]/[CH3:1])[CH3:20], predict the reactants needed to synthesize it. The reactants are: [CH3:1][C@@H:2](N1CCCC1)/[CH:3]=[CH:4]\[CH3:5].[Br-].[Li+].[C:13]([O:18][CH2:19][CH3:20])(=[O:17])[C:14]#[C:15][CH3:16].CC[N:23]([CH2:26][CH3:27])[CH2:24][CH3:25]. (5) Given the product [C:31]([O:30][C:28](=[O:29])[NH:27][C@@H:19]([C:20]1[CH:21]=[CH:22][C:23]([F:26])=[CH:24][CH:25]=1)[CH2:18][C:17](=[O:35])[N:14]1[CH2:15][CH2:16][NH:11][CH2:12][CH2:13]1)([CH3:34])([CH3:32])[CH3:33], predict the reactants needed to synthesize it. The reactants are: C(OC([N:11]1[CH2:16][CH2:15][N:14]([C:17](=[O:35])[CH2:18][C@@H:19]([NH:27][C:28]([O:30][C:31]([CH3:34])([CH3:33])[CH3:32])=[O:29])[C:20]2[CH:25]=[CH:24][C:23]([F:26])=[CH:22][CH:21]=2)[CH2:13][CH2:12]1)=O)C1C=CC=CC=1.C(Cl)(Cl)Cl.